From a dataset of Forward reaction prediction with 1.9M reactions from USPTO patents (1976-2016). Predict the product of the given reaction. (1) Given the reactants Br[C:2]1[N:3]=[C:4]([N:7]2[CH2:12][CH2:11][C:10]([CH2:18][CH3:19])([C:13]([O:15][CH2:16][CH3:17])=[O:14])[CH2:9][CH2:8]2)[S:5][CH:6]=1.[CH2:20]([NH:22][C:23]([NH:25][C:26]1[S:27][C:28]2[C:34]([C:35]3[CH:40]=[CH:39][CH:38]=[CH:37][N:36]=3)=[CH:33][C:32](B(O)O)=[CH:31][C:29]=2[N:30]=1)=[O:24])[CH3:21].C(=O)([O-])[O-].[Cs+].[Cs+].ClCCl, predict the reaction product. The product is: [CH2:18]([C:10]1([C:13]([O:15][CH2:16][CH3:17])=[O:14])[CH2:11][CH2:12][N:7]([C:4]2[S:5][CH:6]=[C:2]([C:32]3[CH:33]=[C:34]([C:35]4[CH:40]=[CH:39][CH:38]=[CH:37][N:36]=4)[C:28]4[S:27][C:26]([NH:25][C:23](=[O:24])[NH:22][CH2:20][CH3:21])=[N:30][C:29]=4[CH:31]=3)[N:3]=2)[CH2:8][CH2:9]1)[CH3:19]. (2) Given the reactants [Cl:1][C:2]1[CH:7]=[C:6]([Cl:8])[CH:5]=[CH:4][C:3]=1[C:9]1[C:29](=[O:30])[N:28]([CH3:31])[C:12]2[N:13]([CH3:27])[C:14]3[C:19]([C:11]=2[CH:10]=1)=[CH:18][C:17]([C:20](=O)[CH:21]=[CH:22]N(C)C)=[CH:16][CH:15]=3.[OH:32][CH2:33][CH2:34][NH:35][NH2:36], predict the reaction product. The product is: [Cl:1][C:2]1[CH:7]=[C:6]([Cl:8])[CH:5]=[CH:4][C:3]=1[C:9]1[C:29](=[O:30])[N:28]([CH3:31])[C:12]2[N:13]([CH3:27])[C:14]3[C:19]([C:11]=2[CH:10]=1)=[CH:18][C:17]([C:20]1[N:35]([CH2:34][CH2:33][OH:32])[N:36]=[CH:22][CH:21]=1)=[CH:16][CH:15]=3. (3) Given the reactants Cl.Cl.[NH2:3][CH2:4][CH2:5][CH2:6][CH2:7][CH2:8][CH2:9][CH2:10][CH2:11][CH2:12][N:13]1[CH2:18][CH2:17][CH:16]([O:19][C:20](=[O:34])[NH:21][C:22]2[CH:27]=[CH:26][CH:25]=[CH:24][C:23]=2[C:28]2[CH:33]=[CH:32][CH:31]=[CH:30][CH:29]=2)[CH2:15][CH2:14]1.[Cl:35][C:36]1[CH:43]=[C:42]([Cl:44])[CH:41]=[C:38]([CH:39]=O)[C:37]=1[OH:45], predict the reaction product. The product is: [OH:45][C:37]1[C:36]([Cl:35])=[CH:43][C:42]([Cl:44])=[CH:41][C:38]=1[CH2:39][NH:3][CH2:4][CH2:5][CH2:6][CH2:7][CH2:8][CH2:9][CH2:10][CH2:11][CH2:12][N:13]1[CH2:18][CH2:17][CH:16]([O:19][C:20](=[O:34])[NH:21][C:22]2[CH:27]=[CH:26][CH:25]=[CH:24][C:23]=2[C:28]2[CH:33]=[CH:32][CH:31]=[CH:30][CH:29]=2)[CH2:15][CH2:14]1. (4) Given the reactants [CH3:1][N:2]([CH3:20])[C:3]([C:5]1[CH:6]=[C:7]([O:16]CC=C)[C:8]2[N:9]([C:11]([CH3:15])=[C:12]([CH3:14])[N:13]=2)[CH:10]=1)=[O:4].[CH3:21][C:22]([CH3:24])=O, predict the reaction product. The product is: [CH3:20][N:2]([CH3:1])[C:3]([C:5]1[C:6]([CH2:24][CH:22]=[CH2:21])=[C:7]([OH:16])[C:8]2[N:9]([C:11]([CH3:15])=[C:12]([CH3:14])[N:13]=2)[CH:10]=1)=[O:4]. (5) Given the reactants Cl[C:2]1[N:3]=[C:4]([N:14]2[CH2:19][CH2:18][O:17][CH2:16][CH2:15]2)[C:5]2[O:11][CH2:10][C:9]([CH3:13])([CH3:12])[O:8][C:6]=2[N:7]=1.CC1(C)C(C)(C)OB([C:28]2[CH:29]=[N:30][C:31]([NH2:34])=[N:32][CH:33]=2)O1.C(=O)([O-])[O-].[Na+].[Na+], predict the reaction product. The product is: [CH3:12][C:9]1([CH3:13])[O:8][C:6]2[N:7]=[C:2]([C:28]3[CH:29]=[N:30][C:31]([NH2:34])=[N:32][CH:33]=3)[N:3]=[C:4]([N:14]3[CH2:19][CH2:18][O:17][CH2:16][CH2:15]3)[C:5]=2[O:11][CH2:10]1. (6) Given the reactants [C:1]([Si:5]([CH3:34])([CH3:33])[O:6][C:7]1[CH:8]=[C:9]([CH:31]=[CH2:32])[C:10]2[O:14][C:13]([C:15]3[CH:20]=[CH:19][C:18]([O:21][Si](C(C)(C)C)(C)C)=[C:17]([F:29])[CH:16]=3)=[N:12][C:11]=2[CH:30]=1)([CH3:4])([CH3:3])[CH3:2].C(OCC)(=O)C.C([O-])(O)=O.[Na+].O, predict the reaction product. The product is: [C:1]([Si:5]([CH3:34])([CH3:33])[O:6][C:7]1[CH:8]=[C:9]([CH:31]=[CH2:32])[C:10]2[O:14][C:13]([C:15]3[CH:20]=[CH:19][C:18]([OH:21])=[C:17]([F:29])[CH:16]=3)=[N:12][C:11]=2[CH:30]=1)([CH3:4])([CH3:3])[CH3:2].